This data is from Forward reaction prediction with 1.9M reactions from USPTO patents (1976-2016). The task is: Predict the product of the given reaction. (1) The product is: [CH3:19][O:18][C:17]1[C:16]2[N:15]=[C:14]([NH:20][C:21](=[O:28])[C:22]3[CH:27]=[CH:26][CH:25]=[N:24][CH:23]=3)[N:13]3[CH2:29][CH2:30][N:31]=[C:12]3[C:11]=2[CH:10]=[CH:9][C:8]=1[O:7][CH2:6][CH2:5][O:4][CH2:3][CH2:2][NH:1][S:42]([CH3:41])(=[O:44])=[O:43]. Given the reactants [NH2:1][CH2:2][CH2:3][O:4][CH2:5][CH2:6][O:7][C:8]1[CH:9]=[CH:10][C:11]2[C:12]3[N:13]([CH2:29][CH2:30][N:31]=3)[C:14]([NH:20][C:21](=[O:28])[C:22]3[CH:27]=[CH:26][CH:25]=[N:24][CH:23]=3)=[N:15][C:16]=2[C:17]=1[O:18][CH3:19].C(N(CC)C(C)C)(C)C.[CH3:41][S:42](Cl)(=[O:44])=[O:43], predict the reaction product. (2) Given the reactants [Cl:1][C:2]1[CH:3]=[CH:4][CH:5]=[C:6]2[C:10]=1[C:9](=[O:11])[N:8]([C:12]1[CH:13]=[C:14]([CH:32]=[CH:33][CH:34]=1)[C:15]([NH:17][CH2:18][CH2:19][CH:20]1CCN(C3C=CN=CC=3)[CH2:22][CH2:21]1)=[O:16])[CH2:7]2.ClC1C=CC=C2C=1C(=[O:45])N(C1C=C(C=CC=1)C(O)=O)C2.O.Cl.N1CCC(=O)CC1, predict the reaction product. The product is: [Cl:1][C:2]1[CH:3]=[CH:4][CH:5]=[C:6]2[C:10]=1[C:9](=[O:11])[N:8]([C:12]1[CH:34]=[CH:33][CH:32]=[C:14]([C:15]([N:17]3[CH2:18][CH2:19][C:20](=[O:45])[CH2:21][CH2:22]3)=[O:16])[CH:13]=1)[CH2:7]2.